This data is from Peptide-MHC class II binding affinity with 134,281 pairs from IEDB. The task is: Regression. Given a peptide amino acid sequence and an MHC pseudo amino acid sequence, predict their binding affinity value. This is MHC class II binding data. (1) The peptide sequence is LNYILLENDMKFTVV. The MHC is DRB1_1302 with pseudo-sequence DRB1_1302. The binding affinity (normalized) is 0.861. (2) The peptide sequence is EKKYFAATQFLPLAA. The MHC is HLA-DPA10103-DPB10601 with pseudo-sequence HLA-DPA10103-DPB10601. The binding affinity (normalized) is 0.870. (3) The peptide sequence is TEYIMKGVYINTALL. The binding affinity (normalized) is 0.490. The MHC is DRB1_0701 with pseudo-sequence DRB1_0701. (4) The peptide sequence is RNLKNAGLIVGQMIL. The MHC is DRB1_0802 with pseudo-sequence DRB1_0802. The binding affinity (normalized) is 0.417. (5) The peptide sequence is AKGSRAIWYMWLGAR. The MHC is DRB3_0101 with pseudo-sequence DRB3_0101. The binding affinity (normalized) is 0.438. (6) The peptide sequence is TEKGMKNVFDDVVPE. The MHC is HLA-DPA10103-DPB10201 with pseudo-sequence HLA-DPA10103-DPB10201. The binding affinity (normalized) is 0.121.